Task: Predict the reaction yield, written as a fraction of the theoretical maximum amount of product (1.0 means a 100% yield; for example, 0.34 means a 34% yield).. Dataset: Reaction yield outcomes from USPTO patents with 853,638 reactions (1) The reactants are [F:1][C:2]1[CH:3]=[CH:4][C:5]([OH:11])=[C:6]([C:8](=[O:10])[CH3:9])[CH:7]=1.[CH3:12][CH2:13][C:14](=O)[CH2:15][CH3:16].N1CCCC1. The product is [CH2:13]([C:14]1([CH2:15][CH3:16])[CH2:9][C:8](=[O:10])[C:6]2[C:5](=[CH:4][CH:3]=[C:2]([F:1])[CH:7]=2)[O:11]1)[CH3:12]. The catalyst is CO. The yield is 0.890. (2) The reactants are [NH2:1][C:2]1[O:6][N:5]=[C:4]([CH3:7])[C:3]=1[Br:8].[Br:9][C:10]1[CH:11]=[C:12]([S:16](Cl)(=[O:18])=[O:17])[S:13][C:14]=1[Br:15]. No catalyst specified. The product is [Br:8][C:3]1[C:4]([CH3:7])=[N:5][O:6][C:2]=1[NH:1][S:16]([C:12]1[S:13][C:14]([Br:15])=[C:10]([Br:9])[CH:11]=1)(=[O:18])=[O:17]. The yield is 0.450. (3) The product is [CH3:25][O:24][CH2:22][C:9]1([C:8]([N:28]([O:29][CH3:30])[CH3:27])=[O:7])[CH2:14][CH2:13][N:12]([C:15]([O:17][C:18]([CH3:21])([CH3:20])[CH3:19])=[O:16])[CH2:11][CH2:10]1. The reactants are C([Mg]Cl)(C)C.C[O:7][CH2:8][C:9]1([C:22]([O:24][CH3:25])=O)[CH2:14][CH2:13][N:12]([C:15]([O:17][C:18]([CH3:21])([CH3:20])[CH3:19])=[O:16])[CH2:11][CH2:10]1.Cl.[CH3:27][NH:28][O:29][CH3:30]. The yield is 0.840. The catalyst is O1CCCC1.C(OCC)(=O)C.